Task: Predict the reactants needed to synthesize the given product.. Dataset: Full USPTO retrosynthesis dataset with 1.9M reactions from patents (1976-2016) (1) Given the product [CH3:41][O:42][C:43]1[C:44]2[N:57]=[C:56]([NH:58][C:1](=[O:9])[C:2]3[CH:3]=[CH:4][N:5]=[CH:6][CH:7]=3)[S:55][C:45]=2[C:46]([N:49]2[CH2:50][CH2:51][O:52][CH2:53][CH2:54]2)=[N:47][CH:48]=1, predict the reactants needed to synthesize it. The reactants are: [C:1]([OH:9])(=O)[C:2]1[CH:7]=[CH:6][N:5]=[CH:4][CH:3]=1.CN(C(ON1N=NC2C=CC=NC1=2)=[N+](C)C)C.F[P-](F)(F)(F)(F)F.CN1CCOCC1.[CH3:41][O:42][C:43]1[C:44]2[N:57]=[C:56]([NH2:58])[S:55][C:45]=2[C:46]([N:49]2[CH2:54][CH2:53][O:52][CH2:51][CH2:50]2)=[N:47][CH:48]=1. (2) Given the product [C:12]([CH2:11][O:10][C:5]1[CH:6]=[CH:7][CH:8]=[CH:9][C:4]=1[C:3]([OH:16])=[O:2])([OH:14])=[O:13], predict the reactants needed to synthesize it. The reactants are: C[O:2][C:3](=[O:16])[C:4]1[CH:9]=[CH:8][CH:7]=[CH:6][C:5]=1[O:10][CH2:11][C:12]([O:14]C)=[O:13].[OH-].[Na+].Cl. (3) Given the product [CH2:46]([O:48][C:49]1[N:16]([C:17]2[C:18]([CH3:45])=[C:19]([CH:42]=[CH:43][CH:44]=2)[CH2:20][N:21]([C:36](=[O:41])[C:37]([F:39])([F:38])[F:40])[C:22]2[CH:35]=[CH:34][C:25]3[C@H:26]([CH2:29][C:30]([O:32][CH3:33])=[O:31])[CH2:27][O:28][C:24]=3[CH:23]=2)[C:3]2[CH:4]=[CH:5][CH:6]=[C:7]([OH:61])[C:2]=2[N:1]=1)[CH3:47], predict the reactants needed to synthesize it. The reactants are: [NH2:1][C:2]1[C:7](OCC2C=CC=CC=2)=[CH:6][CH:5]=[CH:4][C:3]=1[NH:16][C:17]1[C:18]([CH3:45])=[C:19]([CH:42]=[CH:43][CH:44]=1)[CH2:20][N:21]([C:36](=[O:41])[C:37]([F:40])([F:39])[F:38])[C:22]1[CH:35]=[CH:34][C:25]2[C@H:26]([CH2:29][C:30]([O:32][CH3:33])=[O:31])[CH2:27][O:28][C:24]=2[CH:23]=1.[CH2:46]([O:48][C:49](OCC)(OCC)OCC)[CH3:47].C(O)(=[O:61])C. (4) The reactants are: [C:1]([C@H:5]1[CH2:10][CH2:9][C@H:8]([O:11][C:12]2[CH:17]=[CH:16][C:15]([C:18]3[CH:23]=[CH:22][C:21]([CH:24]=O)=[CH:20][CH:19]=3)=[CH:14][CH:13]=2)[CH2:7][CH2:6]1)([CH3:4])([CH3:3])[CH3:2].[NH2:26][CH2:27][CH2:28][C:29]([OH:31])=[O:30].[BH-](OC(C)=O)(OC(C)=O)OC(C)=O.[Na+].CC(O)=O. Given the product [C:1]([C@H:5]1[CH2:6][CH2:7][C@H:8]([O:11][C:12]2[CH:13]=[CH:14][C:15]([C:18]3[CH:23]=[CH:22][C:21]([CH2:24][NH:26][CH2:27][CH2:28][C:29]([OH:31])=[O:30])=[CH:20][CH:19]=3)=[CH:16][CH:17]=2)[CH2:9][CH2:10]1)([CH3:4])([CH3:3])[CH3:2], predict the reactants needed to synthesize it. (5) Given the product [CH3:39][C:40]1([CH3:57])[C:44]2[C:45]([O:49][C:50]3[N:51]=[CH:52][C:53]([NH:56][C:11](=[O:13])[C:9]([NH:8][C:6](=[O:7])[O:5][C:2]([CH3:1])([CH3:3])[CH3:4])([CH3:10])[CH3:14])=[CH:54][N:55]=3)=[CH:46][CH:47]=[CH:48][C:43]=2[O:42][CH2:41]1, predict the reactants needed to synthesize it. The reactants are: [CH3:1][C:2]([O:5][C:6]([NH:8][C:9]([CH3:14])([C:11]([OH:13])=O)[CH3:10])=[O:7])([CH3:4])[CH3:3].CN(C(ON1N=NC2C=CC=NC1=2)=[N+](C)C)C.F[P-](F)(F)(F)(F)F.[CH3:39][C:40]1([CH3:57])[C:44]2[C:45]([O:49][C:50]3[N:55]=[CH:54][C:53]([NH2:56])=[CH:52][N:51]=3)=[CH:46][CH:47]=[CH:48][C:43]=2[O:42][CH2:41]1.